Predict the reaction yield, written as a fraction of the theoretical maximum amount of product (1.0 means a 100% yield; for example, 0.34 means a 34% yield). From a dataset of Reaction yield outcomes from USPTO patents with 853,638 reactions. (1) The yield is 0.860. The product is [CH2:14]([C@H:2]1[C@@H:21]2[C:20](=[O:16])[C@H:19]([CH:18]=[CH:17]2)[N:5]([O:6][CH2:7][C:8]2[CH:13]=[CH:12][CH:11]=[CH:10][CH:9]=2)[C:3]1=[O:4])[CH3:15]. No catalyst specified. The reactants are Br[CH:2]([CH2:14][CH3:15])[C:3]([NH:5][O:6][CH2:7][C:8]1[CH:13]=[CH:12][CH:11]=[CH:10][CH:9]=1)=[O:4].[O:16]1[CH:20]=[CH:19][CH:18]=[CH:17]1.[C:21](OCC)(=O)C. (2) The reactants are [CH3:1][NH:2][CH2:3][C:4]1[S:8][C:7]2[CH:9]=[CH:10][CH:11]=[CH:12][C:6]=2[C:5]=1[CH3:13].CNCC1C=CC2C(=CC=CC=2)C=1CCC.[ClH:30].[O:31]=[C:32]1[C@@H:41]2[N:37]([CH2:38][CH2:39][CH2:40]2)[CH2:36][C:35]2[CH:42]=[C:43](/[CH:46]=[CH:47]/[C:48](O)=[O:49])[CH:44]=[N:45][C:34]=2[NH:33]1.Cl.CN1CC2C=C(/C=C/C(O)=O)C=NC=2NC(=O)C1. The catalyst is CO. The product is [ClH:30].[CH3:1][N:2]([CH2:3][C:4]1[S:8][C:7]2[CH:9]=[CH:10][CH:11]=[CH:12][C:6]=2[C:5]=1[CH3:13])[C:48](=[O:49])/[CH:47]=[CH:46]/[C:43]1[CH:44]=[N:45][C:34]2[NH:33][C:32](=[O:31])[C@@H:41]3[N:37]([CH2:38][CH2:39][CH2:40]3)[CH2:36][C:35]=2[CH:42]=1. The yield is 0.570.